The task is: Predict the product of the given reaction.. This data is from Forward reaction prediction with 1.9M reactions from USPTO patents (1976-2016). The product is: [C:22]1([CH2:21][N:16]2[CH2:15][C:14]3([CH2:28][CH2:29][N:11]([S:8]([C:5]4[CH:6]=[CH:7][C:2]([C:38]5[CH:47]=[C:46]6[C:41]([CH:42]=[CH:43][CH:44]=[N:45]6)=[CH:40][CH:39]=5)=[CH:3][CH:4]=4)(=[O:10])=[O:9])[CH2:12][CH2:13]3)[O:19][CH2:18][C:17]2=[O:20])[CH:27]=[CH:26][CH:25]=[CH:24][CH:23]=1. Given the reactants Br[C:2]1[CH:7]=[CH:6][C:5]([S:8]([N:11]2[CH2:29][CH2:28][C:14]3([O:19][CH2:18][C:17](=[O:20])[N:16]([CH2:21][C:22]4[CH:27]=[CH:26][CH:25]=[CH:24][CH:23]=4)[CH2:15]3)[CH2:13][CH2:12]2)(=[O:10])=[O:9])=[CH:4][CH:3]=1.CC1(C)C(C)(C)OB([C:38]2[CH:47]=[C:46]3[C:41]([CH:42]=[CH:43][CH:44]=[N:45]3)=[CH:40][CH:39]=2)O1.C(=O)([O-])[O-].[K+].[K+], predict the reaction product.